From a dataset of Peptide-MHC class I binding affinity with 185,985 pairs from IEDB/IMGT. Regression. Given a peptide amino acid sequence and an MHC pseudo amino acid sequence, predict their binding affinity value. This is MHC class I binding data. The peptide sequence is YIAGLKIEEI. The MHC is HLA-A02:03 with pseudo-sequence HLA-A02:03. The binding affinity (normalized) is 0.846.